Dataset: Peptide-MHC class II binding affinity with 134,281 pairs from IEDB. Task: Regression. Given a peptide amino acid sequence and an MHC pseudo amino acid sequence, predict their binding affinity value. This is MHC class II binding data. (1) The peptide sequence is GTGSLVITASMSGHI. The MHC is DRB1_1201 with pseudo-sequence DRB1_1201. The binding affinity (normalized) is 0.321. (2) The peptide sequence is KTGQALVVGIYDEPM. The MHC is DRB1_1302 with pseudo-sequence DRB1_1302. The binding affinity (normalized) is 0.417. (3) The peptide sequence is QCCDLDPQARVAIKSLTERL. The MHC is DRB1_0701 with pseudo-sequence DRB1_0701. The binding affinity (normalized) is 0.603. (4) The peptide sequence is SERPAIVPPADKYRT. The MHC is DRB3_0202 with pseudo-sequence DRB3_0202. The binding affinity (normalized) is 0.